Dataset: NCI-60 drug combinations with 297,098 pairs across 59 cell lines. Task: Regression. Given two drug SMILES strings and cell line genomic features, predict the synergy score measuring deviation from expected non-interaction effect. (1) Drug 1: CC1=CC2C(CCC3(C2CCC3(C(=O)C)OC(=O)C)C)C4(C1=CC(=O)CC4)C. Drug 2: C1CNP(=O)(OC1)N(CCCl)CCCl. Cell line: NCI/ADR-RES. Synergy scores: CSS=3.87, Synergy_ZIP=3.39, Synergy_Bliss=8.08, Synergy_Loewe=3.77, Synergy_HSA=4.38. (2) Drug 1: COC1=NC(=NC2=C1N=CN2C3C(C(C(O3)CO)O)O)N. Drug 2: C(CC(=O)O)C(=O)CN.Cl. Cell line: HCT-15. Synergy scores: CSS=-2.05, Synergy_ZIP=0.433, Synergy_Bliss=-4.81, Synergy_Loewe=-5.42, Synergy_HSA=-6.53. (3) Drug 1: C1C(C(OC1N2C=C(C(=O)NC2=O)F)CO)O. Drug 2: CS(=O)(=O)CCNCC1=CC=C(O1)C2=CC3=C(C=C2)N=CN=C3NC4=CC(=C(C=C4)OCC5=CC(=CC=C5)F)Cl. Cell line: A549. Synergy scores: CSS=18.9, Synergy_ZIP=-2.00, Synergy_Bliss=0.724, Synergy_Loewe=-28.9, Synergy_HSA=-1.49. (4) Drug 1: C1=CC=C(C=C1)NC(=O)CCCCCCC(=O)NO. Drug 2: CC12CCC3C(C1CCC2O)C(CC4=C3C=CC(=C4)O)CCCCCCCCCS(=O)CCCC(C(F)(F)F)(F)F. Cell line: CAKI-1. Synergy scores: CSS=2.74, Synergy_ZIP=-0.795, Synergy_Bliss=-1.54, Synergy_Loewe=1.32, Synergy_HSA=-1.56. (5) Cell line: HL-60(TB). Synergy scores: CSS=-13.3, Synergy_ZIP=4.97, Synergy_Bliss=-1.02, Synergy_Loewe=-12.3, Synergy_HSA=-11.0. Drug 2: CC1=C(C=C(C=C1)C(=O)NC2=CC(=CC(=C2)C(F)(F)F)N3C=C(N=C3)C)NC4=NC=CC(=N4)C5=CN=CC=C5. Drug 1: CS(=O)(=O)C1=CC(=C(C=C1)C(=O)NC2=CC(=C(C=C2)Cl)C3=CC=CC=N3)Cl.